This data is from Full USPTO retrosynthesis dataset with 1.9M reactions from patents (1976-2016). The task is: Predict the reactants needed to synthesize the given product. (1) Given the product [ClH:26].[ClH:28].[N:1]1[CH:6]=[CH:5][CH:4]=[C:3]([CH2:7][NH:8][C:9]([C:11]2[CH:15]=[C:14]([NH:16][C:17](=[O:27])[C:18]3[CH:23]=[C:22]([F:24])[C:21]([F:25])=[CH:20][C:19]=3[Cl:26])[NH:13][N:12]=2)=[O:10])[CH:2]=1, predict the reactants needed to synthesize it. The reactants are: [N:1]1[CH:6]=[CH:5][CH:4]=[C:3]([CH2:7][NH:8][C:9]([C:11]2[CH:15]=[C:14]([NH:16][C:17](=[O:27])[C:18]3[CH:23]=[C:22]([F:24])[C:21]([F:25])=[CH:20][C:19]=3[Cl:26])[NH:13][N:12]=2)=[O:10])[CH:2]=1.[ClH:28].C(OCC)(=O)C. (2) Given the product [CH:1]1([C:4]2[N:8]([C:9]3[CH:14]=[CH:13][CH:12]=[C:11]([C:15]([F:18])([F:16])[F:17])[CH:10]=3)[N:7]=[C:6]([CH3:19])[C:5]=2[C:20]([N:22]2[CH2:27][CH2:26][CH:25]([N:29]3[CH2:33][CH2:32][CH2:31][C@@H:30]3[CH2:34][OH:35])[CH2:24][CH2:23]2)=[O:21])[CH2:3][CH2:2]1, predict the reactants needed to synthesize it. The reactants are: [CH:1]1([C:4]2[N:8]([C:9]3[CH:14]=[CH:13][CH:12]=[C:11]([C:15]([F:18])([F:17])[F:16])[CH:10]=3)[N:7]=[C:6]([CH3:19])[C:5]=2[C:20]([N:22]2[CH2:27][CH2:26][C:25](=O)[CH2:24][CH2:23]2)=[O:21])[CH2:3][CH2:2]1.[NH:29]1[CH2:33][CH2:32][CH2:31][C@@H:30]1[CH2:34][OH:35]. (3) Given the product [CH3:24][C@@:23]12[C@@H:15]([C@@H:13]([CH:12]=[O:11])[CH3:14])[CH2:16][CH2:17][C@H:18]1[C@@H:19]([O:25][C:26](=[O:28])[CH3:27])[CH2:20][CH2:21][CH2:22]2, predict the reactants needed to synthesize it. The reactants are: C(Cl)(=O)C(Cl)=O.CS(C)=O.[OH:11][CH2:12][C@H:13]([C@@H:15]1[C@:23]2([CH3:24])[C@H:18]([C@@H:19]([O:25][C:26](=[O:28])[CH3:27])[CH2:20][CH2:21][CH2:22]2)[CH2:17][CH2:16]1)[CH3:14]. (4) Given the product [CH3:1][O:2][C:3]1[CH:4]=[C:5]2[C:10](=[CH:11][CH:12]=1)[C:9](=[O:13])[C:8](=[CH2:17])[CH2:7][CH2:6]2, predict the reactants needed to synthesize it. The reactants are: [CH3:1][O:2][C:3]1[CH:4]=[C:5]2[C:10](=[CH:11][CH:12]=1)[C:9](=[O:13])[CH2:8][CH2:7][CH2:6]2.C=O.F[C:17](F)(F)C([O-])=O.C[NH2+]C1C=CC=CC=1.CCOCC. (5) Given the product [C:18]1([C:12]2[CH:13]=[CH:14][CH:15]=[C:16]3[C:11]=2[C:10]([NH:24][CH2:25][C:26]2[CH:31]=[CH:30][CH:29]=[CH:28][N:27]=2)=[N:9][C:8]([C:4]2[CH:3]=[C:2]([NH:1][C:44]([N:38]4[CH2:43][CH2:42][O:41][CH2:40][CH2:39]4)=[O:45])[CH:7]=[CH:6][CH:5]=2)=[CH:17]3)[CH:23]=[CH:22][CH:21]=[CH:20][CH:19]=1, predict the reactants needed to synthesize it. The reactants are: [NH2:1][C:2]1[CH:3]=[C:4]([C:8]2[N:9]=[C:10]([NH:24][CH2:25][C:26]3[CH:31]=[CH:30][CH:29]=[CH:28][N:27]=3)[C:11]3[C:16]([CH:17]=2)=[CH:15][CH:14]=[CH:13][C:12]=3[C:18]2[CH:23]=[CH:22][CH:21]=[CH:20][CH:19]=2)[CH:5]=[CH:6][CH:7]=1.N1C=CC=CC=1.[N:38]1([C:44](Cl)=[O:45])[CH2:43][CH2:42][O:41][CH2:40][CH2:39]1. (6) Given the product [F:1][C:2]1[CH:3]=[C:4]([N+:9]([O-:11])=[O:10])[CH:5]=[CH:6][C:7]=1[O:30][C:27]1[CH:28]=[CH:29][C:22]2[CH2:21][CH2:20][N:19]([C:17]([O:16][C:12]([CH3:13])([CH3:15])[CH3:14])=[O:18])[CH2:25][CH2:24][C:23]=2[CH:26]=1, predict the reactants needed to synthesize it. The reactants are: [F:1][C:2]1[CH:3]=[C:4]([N+:9]([O-:11])=[O:10])[CH:5]=[CH:6][C:7]=1F.[C:12]([O:16][C:17]([N:19]1[CH2:25][CH2:24][C:23]2[CH:26]=[C:27]([OH:30])[CH:28]=[CH:29][C:22]=2[CH2:21][CH2:20]1)=[O:18])([CH3:15])([CH3:14])[CH3:13].C(=O)([O-])[O-].[K+].[K+]. (7) The reactants are: Br[C:2]1[CH:12]=[CH:11][C:5]2[S:6][CH:7]=[C:8]([CH2:9][OH:10])[C:4]=2[CH:3]=1.[CH:13]([N:16]1[CH2:21][CH2:20][NH:19][CH2:18][CH2:17]1)([CH3:15])[CH3:14].N12CCCN=C1CCCCC2.C1C[O:36][CH2:35]C1. Given the product [OH:10][CH2:9][C:8]1[C:4]2[CH:3]=[C:2]([C:35]([N:19]3[CH2:20][CH2:21][N:16]([CH:13]([CH3:15])[CH3:14])[CH2:17][CH2:18]3)=[O:36])[CH:12]=[CH:11][C:5]=2[S:6][CH:7]=1, predict the reactants needed to synthesize it. (8) Given the product [CH:17]1([N:13]2[CH:14]=[C:10]([C:9]#[C:8][C:6]3[CH:5]=[CH:4][N:3]=[C:2]([CH3:1])[CH:7]=3)[N:11]=[C:12]2[CH3:15])[CH2:21][CH2:20][CH2:19][CH2:18]1, predict the reactants needed to synthesize it. The reactants are: [CH3:1][C:2]1[CH:7]=[C:6]([C:8]#[C:9][C:10]2[N:11]=[C:12]([CH3:15])[NH:13][CH:14]=2)[CH:5]=[CH:4][N:3]=1.Br[CH:17]1[CH2:21][CH2:20][CH2:19][CH2:18]1. (9) Given the product [C:34]1([CH:7]([C:1]2[CH:6]=[CH:5][CH:4]=[CH:3][CH:2]=2)[O:8][CH:9]2[CH2:10][CH2:11][N:12]([CH2:15][CH2:16][CH2:17][NH:18][C:19]3[CH:20]=[CH:21][C:22]4[N:23]([CH:25]=[C:26]([C:28]([CH3:33])([CH3:32])[C:29]([O-:31])=[O:30])[N:27]=4)[N:24]=3)[CH2:13][CH2:14]2)[CH:39]=[CH:38][CH:37]=[CH:36][CH:35]=1.[Na+:41], predict the reactants needed to synthesize it. The reactants are: [C:1]1([CH:7]([C:34]2[CH:39]=[CH:38][CH:37]=[CH:36][CH:35]=2)[O:8][CH:9]2[CH2:14][CH2:13][N:12]([CH2:15][CH2:16][CH2:17][NH:18][C:19]3[CH:20]=[CH:21][C:22]4[N:23]([CH:25]=[C:26]([C:28]([CH3:33])([CH3:32])[C:29]([OH:31])=[O:30])[N:27]=4)[N:24]=3)[CH2:11][CH2:10]2)[CH:6]=[CH:5][CH:4]=[CH:3][CH:2]=1.[OH-].[Na+:41]. (10) Given the product [CH3:1][O:2][C:3]1[CH:35]=[C:34]([O:36][CH3:37])[CH:33]=[CH:32][C:4]=1[CH2:5][N:6]1[C:7]2[N:8]=[C:9]([C:14]3[C:22]4[C:17](=[N:18][CH:19]=[C:20]([F:23])[CH:21]=4)[N:16]([CH2:24][C:25]4[CH:30]=[CH:29][CH:28]=[CH:27][C:26]=4[F:31])[N:15]=3)[N:10]=[CH:11][C:12]=2[NH:13][S:38]1(=[O:40])=[O:39], predict the reactants needed to synthesize it. The reactants are: [CH3:1][O:2][C:3]1[CH:35]=[C:34]([O:36][CH3:37])[CH:33]=[CH:32][C:4]=1[CH2:5][NH:6][C:7]1[C:12]([NH2:13])=[CH:11][N:10]=[C:9]([C:14]2[C:22]3[C:17](=[N:18][CH:19]=[C:20]([F:23])[CH:21]=3)[N:16]([CH2:24][C:25]3[CH:30]=[CH:29][CH:28]=[CH:27][C:26]=3[F:31])[N:15]=2)[N:8]=1.[S:38](N)(N)(=[O:40])=[O:39].N1C=CC=CC=1.